Predict the product of the given reaction. From a dataset of Forward reaction prediction with 1.9M reactions from USPTO patents (1976-2016). (1) Given the reactants CC(CC(C)C)O.B(O)(O)O.S([O-])(OCC[CH2:18][CH2:19][CH2:20][CH2:21][CH2:22][CH2:23][CH2:24][CH2:25][CH2:26][CH3:27])(=O)=O.[Na+].[OH-].[Na+].[CH:32]([C:34]1[CH:39]=[CH:38][CH:37]=[CH:36][C:35]=1[CH:40]=[CH2:41])=[CH2:33], predict the reaction product. The product is: [CH:26]([C:25]1[CH:24]=[CH:23][CH:22]=[CH:21][C:20]=1[CH:19]=[CH2:18])=[CH2:27].[CH2:40]([C:35]1[CH:36]=[CH:37][CH:38]=[CH:39][C:34]=1[CH:32]=[CH2:33])[CH3:41]. (2) The product is: [CH2:1]([O:3][C:4]([C:6]1[C:14]2[C:9](=[CH:10][CH:11]=[C:12]([O:15][C:33]3[CH:32]=[CH:31][CH:30]=[C:29]([Cl:28])[CH:34]=3)[CH:13]=2)[N:8]([C:16]2[CH:17]=[CH:18][CH:19]=[CH:20][CH:21]=2)[C:7]=1[CH2:22][C:23]([O:25][CH2:26][CH3:27])=[O:24])=[O:5])[CH3:2]. Given the reactants [CH2:1]([O:3][C:4]([C:6]1[C:14]2[C:9](=[CH:10][CH:11]=[C:12]([OH:15])[CH:13]=2)[N:8]([C:16]2[CH:21]=[CH:20][CH:19]=[CH:18][CH:17]=2)[C:7]=1[CH2:22][C:23]([O:25][CH2:26][CH3:27])=[O:24])=[O:5])[CH3:2].[Cl:28][C:29]1[CH:30]=[C:31](B(O)O)[CH:32]=[CH:33][CH:34]=1, predict the reaction product. (3) Given the reactants [Cl:1][C:2]1[CH:7]=[C:6]([N+:8]([O-:10])=[O:9])[CH:5]=[CH:4][C:3]=1[N:11]1[CH2:16][CH2:15][N:14](C(OC(C)(C)C)=O)[CH2:13][C@H:12]1[CH3:24].C(O)(C(F)(F)F)=O, predict the reaction product. The product is: [Cl:1][C:2]1[CH:7]=[C:6]([N+:8]([O-:10])=[O:9])[CH:5]=[CH:4][C:3]=1[N:11]1[CH2:16][CH2:15][NH:14][CH2:13][C@H:12]1[CH3:24].